Predict the product of the given reaction. From a dataset of Forward reaction prediction with 1.9M reactions from USPTO patents (1976-2016). (1) Given the reactants [OH:1][C:2]1[CH:9]=[CH:8][C:7]([F:10])=[CH:6][C:3]=1[CH:4]=[O:5].C([O-])([O-])=O.[K+].[K+].[CH2:17]([O:19][CH:20]([O:23][CH2:24][CH3:25])[CH2:21]Br)[CH3:18], predict the reaction product. The product is: [CH2:17]([O:19][CH:20]([O:23][CH2:24][CH3:25])[CH2:21][O:1][C:2]1[CH:9]=[CH:8][C:7]([F:10])=[CH:6][C:3]=1[CH:4]=[O:5])[CH3:18]. (2) Given the reactants [CH3:1][NH:2][C:3]([C:5]1[CH:6]=[CH:7][C:8]2[CH:12]=[C:11]([C:13]3[C:18]([CH3:19])=[CH:17][N:16]=[C:15](Cl)[N:14]=3)[S:10][C:9]=2[CH:21]=1)=[O:4].[C:22]([O:26][C:27]([N:29]1[CH2:34][CH2:33][N:32]([CH2:35][CH2:36][CH2:37][NH2:38])[CH2:31][CH2:30]1)=[O:28])([CH3:25])([CH3:24])[CH3:23].C(N(C(C)C)CC)(C)C, predict the reaction product. The product is: [C:22]([O:26][C:27]([N:29]1[CH2:30][CH2:31][N:32]([CH2:35][CH2:36][CH2:37][NH:38][C:15]2[N:14]=[C:13]([C:11]3[S:10][C:9]4[CH:21]=[C:5]([C:3](=[O:4])[NH:2][CH3:1])[CH:6]=[CH:7][C:8]=4[CH:12]=3)[C:18]([CH3:19])=[CH:17][N:16]=2)[CH2:33][CH2:34]1)=[O:28])([CH3:25])([CH3:24])[CH3:23]. (3) Given the reactants [F:1][C:2]([F:25])([F:24])[C:3]1[CH:8]=[CH:7][C:6]([C:9]2[C:13]3[CH:14]=[CH:15][C:16]([C:18]#[C:19][CH2:20][CH2:21][CH2:22][OH:23])=[CH:17][C:12]=3[S:11][N:10]=2)=[CH:5][CH:4]=1.[CH3:26][S:27](Cl)(=[O:29])=[O:28], predict the reaction product. The product is: [F:25][C:2]([F:1])([F:24])[C:3]1[CH:4]=[CH:5][C:6]([C:9]2[C:13]3[CH:14]=[CH:15][C:16]([C:18]#[C:19][CH2:20][CH2:21][CH2:22][O:23][S:27]([CH3:26])(=[O:29])=[O:28])=[CH:17][C:12]=3[S:11][N:10]=2)=[CH:7][CH:8]=1. (4) The product is: [N:28]1[CH:33]=[CH:32][CH:31]=[CH:30][C:29]=1[CH2:34][N:35]([CH2:43][C:44]1[CH:49]=[CH:48][CH:47]=[CH:46][N:45]=1)[CH2:36][CH2:37][CH2:38][CH2:39][CH2:40][CH2:41][CH2:15][CH2:14][NH:16][C:2](=[S:3])[NH:1][C:4]1[CH:5]=[CH:6][C:7]([S:10]([NH2:13])(=[O:11])=[O:12])=[CH:8][CH:9]=1.[C:50](=[Re+:52](=[C:55]=[O:56])=[C:53]=[O:54])=[O:51]. Given the reactants [N:1]([C:4]1[CH:9]=[CH:8][C:7]([S:10]([NH2:13])(=[O:12])=[O:11])=[CH:6][CH:5]=1)=[C:2]=[S:3].[CH2:14]([N:16](CC)CC)[CH3:15].FC(F)(F)C([O-])=O.[N:28]1[CH:33]=[CH:32][CH:31]=[CH:30][C:29]=1[CH2:34][N:35]([CH2:43][C:44]1[CH:49]=[CH:48][CH:47]=[CH:46][N:45]=1)[CH2:36][CH2:37][CH2:38][CH2:39][CH2:40][CH2:41]N.[C:50](=[Re+:52](=[C:55]=[O:56])=[C:53]=[O:54])=[O:51], predict the reaction product.